Dataset: Drug-target binding data from BindingDB using IC50 measurements. Task: Regression. Given a target protein amino acid sequence and a drug SMILES string, predict the binding affinity score between them. We predict pIC50 (pIC50 = -log10(IC50 in M); higher means more potent). Dataset: bindingdb_ic50. (1) The drug is Cc1ncnc(C)c1C(=O)NCCC(C)N1CCC(N2C(=O)N(C3CCCCC3)CC2c2cccc(Br)c2)CC1. The target protein (P51681) has sequence MDYQVSSPIYDINYYTSEPCQKINVKQIAARLLPPLYSLVFIFGFVGNMLVILILINCKRLKSMTDIYLLNLAISDLFFLLTVPFWAHYAAAQWDFGNTMCQLLTGLYFIGFFSGIFFIILLTIDRYLAVVHAVFALKARTVTFGVVTSVITWVVAVFASLPGIIFTRSQKEGLHYTCSSHFPYSQYQFWKNFQTLKIVILGLVLPLLVMVICYSGILKTLLRCRNEKKRHRAVRLIFTIMIVYFLFWAPYNIVLLLNTFQEFFGLNNCSSSNRLDQAMQVTETLGMTHCCINPIIYAFVGEKFRNYLLVFFQKHIAKRFCKCCSIFQQEAPERASSVYTRSTGEQEISVGL. The pIC50 is 7.7. (2) The small molecule is Cc1cc(C(=O)N[C@H](C)C[NH+]2CCC[C@@H]2C)ccc1-c1noc(C(F)(F)F)n1. The target protein sequence is TKPRFTTGLVYDTLMLKHQCTCGSSSSHPEHAGRIQSIWSRLQETGLRGKCECIRGRKATLEELQTVHSEAHTLLYGTNPLNRQKLDSKKLLGSLASVFVRLPCGGVGVDSDTIWNEVHSAGAARLAVGCVVELVFKVATGELKNGFAVVRPPGHHAEESTPMGFCYFNSVAVAAKLLQQRLSVSKILIVDWDVHHGNGTQQAFYSDPSVLYMSLHRYDDGNFFPGSGAPDEVGTGPGVGFNVNMAFTGGLDPPMGDAEYLAAFRTVVMPIASEFAPDVVLVSSGFDAVEGHPTPLGGYNLSARCFGYLTKQLMGLAGGRIVLALEGGHDLTAICDASEACVSALLGNELDPLPEKVLQQRPNANAVRSMEKVMEIHSKYWRCLQ. The pIC50 is 7.0. (3) The drug is CCCCCCC(NC(=O)OC(C)(C)C)C(=O)N(CCC[N+](C)(C)C)OCc1ccccc1. The target protein (P09598) has sequence MKKKVLALAAAITVVAPLQSVAFAHENDGGSKIKIVHRWSAEDKHKEGVNSHLWIVNRAIDIMSRNTTLVKQDRVAQLNEWRTELENGIYAADYENPYYDNSTFASHFYDPDNGKTYIPFAKQAKETGAKYFKLAGESYKNKDMKQAFFYLGLSLHYLGDVNQPMHAANFTNLSYPQGFHSKYENFVDTIKDNYKVTDGNGYWNWKGTNPEEWIHGAAVVAKQDYSGIVNDNTKDWFVKAAVSQEYADKWRAEVTPMTGKRLMDAQRVTAGYIQLWFDTYGDR. The pIC50 is 4.1. (4) The drug is N#Cc1ccc(Oc2ccc(-c3ccncc3)cc2O)c(Cl)c1. The target protein sequence is MNKISQRLLFLFLHFYTTVCFIQNNTQKTFHNVLQNEQIRGKEKAFYRKEKRENIFIGNKMKHVHNMNNTHNNNHYMEKEEQDASNINKIKEENKNEDICFIAGIGDTNGYGWGIAKELSKRNVKIIFGIWPPVYNIFMKNYKNGKFDNDMIIDKDKKMNILDMLPFDASFDTANDIDEETKNNKRYNMLQNYTIEDVANLIHQKYGKINMLVHSLANAKEVQKDLLNTSRKGYLDALSKSSYSLISLCKYFVNIMKPQSSIISLTYHASQKVVPGYGGGMSSAKAALESDTRVLAYHLGRNYNIRINTISAGPLKSRAATAINKLNNTYENNTNQNKNRNRHDVHNIMNNSGEKEEKKISASQNYTFIDYAIEYSEKYAPLRQKLLSTDIGSVASFLLSRESRAITGQTIYVDNGLNIMFLPDDIYRNENE. The pIC50 is 5.5. (5) The drug is COc1cc(Oc2nccc(C)n2)ccc1-c1cc2c(cc1F)ncc1ncn(C3(C)CCN(CCO)CC3)c12. The target protein sequence is MPKKKPTPIQLNPAPDGSAVNGTSSAETNLEALQKKLEELELDEQQRKRLEAFLTQKQKVGELKDDDFEKISELGAGNGGVVFKVSHKPSGLVMARRLIHLEIKPAIRNQIIRELQVLHECNSPYIVGFYGAFYSDGEISICMEHMDGGSLDQVLKKAGRIPEQILGKVSIAVIKGLTYLREKHKIMHRDVKPSNILVNSRGEIKLCDFGVSGQLIDSMANSFVGTRSYMSPERLQGTHYSVQSDIWSMGLSLVEMAVGRYPIPPPDAKELELMFGCQVEGDAAETPPRPRTPGRPLSSYGMDSRPPMAIFELLDYIVNEPPPKLPSGVFSLEFQDFVNKCLIKNPAERADLKQLMVHAFIKRSDAEEVDFAGWLCSTIGLNQPSTPTHAAGV. The pIC50 is 7.9. (6) The drug is COc1cc(-c2cnc3[nH]cc(-c4cnc(N)nc4)c3c2)cc(OC)c1OC. The target protein (Q80XI6) has sequence MEPLKNLFLKSPLGSWNGSGSGGGGGTGGVRPEGSPKATAAYANPVWTALFDYEPNGQDELALRKGDRVEVLSRDAAISGDEGWWAGQVGGQVGIFPSNYVSRGGGPPPCEVASFQELRLEEVIGIGGFGKVYRGSWRGELVAVKAARQDPDEDISVTAESVRQEARLFAMLAHPNIIALKAVCLEEPNLCLVMEYAAGGPLSRALAGRRVPPHVLVNWAVQIARGMHYLHCEALVPVIHRDLKSNNILLLQPIEGDDMEHKTLKITDFGLAREWHKTTQMSAAGTYAWMAPEVIKASTFSKGSDVWSFGVLLWELLTGEVPYRGIDCLAVAYGVAVNKLTLPIPSTCPEPFAQLMADCWAQDPHRRPDFASILQQLEALEAQVLREMPRDSFHSMQEGWKREIQGLFDELRAKEKELLSREEELTRAAREQRSQAEQLRRREHLLAQWELEVFERELTLLLQQVDRERPHVRRRRGTFKRSKLRARDGGERISMPLDFK.... The pIC50 is 6.0.